The task is: Predict the product of the given reaction.. This data is from Forward reaction prediction with 1.9M reactions from USPTO patents (1976-2016). Given the reactants C(O[C:6](=O)[N:7](C)[C:8]1[C:9]([C:14]2[CH:19]=[CH:18][CH:17]=[CH:16][C:15]=2[CH3:20])=[N:10][CH:11]=[N:12][CH:13]=1)(C)(C)C.Cl, predict the reaction product. The product is: [CH3:6][NH:7][C:8]1[C:9]([C:14]2[CH:19]=[CH:18][CH:17]=[CH:16][C:15]=2[CH3:20])=[N:10][CH:11]=[N:12][CH:13]=1.